From a dataset of Reaction yield outcomes from USPTO patents with 853,638 reactions. Predict the reaction yield, written as a fraction of the theoretical maximum amount of product (1.0 means a 100% yield; for example, 0.34 means a 34% yield). The reactants are [Br:1][C:2]1[C:3]([C:8](N(OC)C)=[O:9])=[N:4][N:5]([CH3:7])[CH:6]=1.[Cl:14][C:15]1[CH:20]=[CH:19][C:18]([Mg]Br)=[CH:17][CH:16]=1. The catalyst is O1CCCC1. The product is [Br:1][C:2]1[C:3]([C:8]([C:18]2[CH:19]=[CH:20][C:15]([Cl:14])=[CH:16][CH:17]=2)=[O:9])=[N:4][N:5]([CH3:7])[CH:6]=1. The yield is 0.840.